Task: Predict the reaction yield, written as a fraction of the theoretical maximum amount of product (1.0 means a 100% yield; for example, 0.34 means a 34% yield).. Dataset: Reaction yield outcomes from USPTO patents with 853,638 reactions The reactants are [NH:1]1[C:9]2[C:4](=[CH:5][CH:6]=[CH:7][CH:8]=2)[CH:3]=[C:2]1[CH:10]=[O:11].CO.C1(C)C=CC(S([CH2:23][N+:24]#[C-:25])(=O)=O)=CC=1.C(=O)([O-])[O-].[K+].[K+]. The catalyst is CCCCCC. The product is [NH:1]1[C:9]2[C:4](=[CH:5][CH:6]=[CH:7][CH:8]=2)[CH:3]=[C:2]1[C:10]1[O:11][CH:25]=[N:24][CH:23]=1. The yield is 0.790.